Task: Predict which catalyst facilitates the given reaction.. Dataset: Catalyst prediction with 721,799 reactions and 888 catalyst types from USPTO Reactant: [C:1]1([CH:8]=[CH:7][CH:6]=[C:4]([OH:5])[CH:3]=1)[OH:2].Br[C:10]12[CH2:19][CH:14]3[CH2:15][CH:16]([CH2:18][CH:12]([CH2:13]3)[CH2:11]1)[CH2:17]2. Product: [C:10]12([C:6]3[CH:7]=[C:8]([C:10]45[CH2:19][CH:14]6[CH2:15][CH:16]([CH2:18][CH:12]([CH2:13]6)[CH2:11]4)[CH2:17]5)[C:1]([OH:2])=[CH:3][C:4]=3[OH:5])[CH2:19][CH:14]3[CH2:15][CH:16]([CH2:18][CH:12]([CH2:13]3)[CH2:11]1)[CH2:17]2. The catalyst class is: 11.